From a dataset of Full USPTO retrosynthesis dataset with 1.9M reactions from patents (1976-2016). Predict the reactants needed to synthesize the given product. (1) Given the product [CH3:1][CH:2]([C:4]1[CH:5]=[CH:6][C:7]([NH2:10])=[N:8][CH:9]=1)[CH3:3], predict the reactants needed to synthesize it. The reactants are: [CH2:1]=[C:2]([C:4]1[CH:5]=[CH:6][C:7]([NH2:10])=[N:8][CH:9]=1)[CH3:3]. (2) Given the product [CH2:30]1[CH:32]([CH2:1][N:2]2[C@@H:12]3[CH2:13][C:14]4[CH:19]=[CH:18][C:17]([OH:20])=[C:16]5[O:21][CH:6]6[C:7]([CH2:9][CH2:10][C@:11]3([OH:22])[C@:5]6([C:15]=45)[CH2:4][CH2:3]2)=[O:8])[CH2:31]1, predict the reactants needed to synthesize it. The reactants are: [CH3:1][N:2]1[C@@H:12]2[CH2:13][C:14]3[CH:19]=[CH:18][C:17]([OH:20])=[C:16]4[O:21][C@H:6]5[C:7]([CH:9]=[CH:10][C@:11]2([OH:22])[C@:5]5([C:15]=34)[CH2:4][CH2:3]1)=[O:8].C(N(CC)CC)C.[CH:30]1(C=O)[CH2:32][CH2:31]1.C(O)=O.